Dataset: Reaction yield outcomes from USPTO patents with 853,638 reactions. Task: Predict the reaction yield, written as a fraction of the theoretical maximum amount of product (1.0 means a 100% yield; for example, 0.34 means a 34% yield). (1) The reactants are C[O:2][C:3](=O)[CH2:4][CH2:5][CH:6]([C:32](=[O:34])[NH2:33])[N:7]1[CH2:15][C:14]2[C:9](=[CH:10][CH:11]=[CH:12][C:13]=2[O:16][CH2:17][C:18]2[CH:23]=[CH:22][C:21]([CH2:24][N:25]3[CH2:30][CH2:29][O:28][CH2:27][CH2:26]3)=[CH:20][CH:19]=2)[C:8]1=[O:31].CC(C)([O-])C.[K+].Cl.C([O-])(O)=O.[Na+]. The catalyst is C1COCC1. The product is [O:28]1[CH2:29][CH2:30][N:25]([CH2:24][C:21]2[CH:20]=[CH:19][C:18]([CH2:17][O:16][C:13]3[CH:12]=[CH:11][CH:10]=[C:9]4[C:14]=3[CH2:15][N:7]([CH:6]3[CH2:5][CH2:4][C:3](=[O:2])[NH:33][C:32]3=[O:34])[C:8]4=[O:31])=[CH:23][CH:22]=2)[CH2:26][CH2:27]1. The yield is 0.730. (2) The reactants are [Cl:1][C:2]1[N:7]=[C:6]([C:8]([OH:10])=O)[CH:5]=[N:4][CH:3]=1.F[P-](F)(F)(F)(F)F.[CH3:18][N+:19](C)=[C:20](N(C)C)ON1C2N=CC=CC=2N=N1.CNC.C(=O)([O-])[O-].[Na+].[Na+]. The yield is 0.590. The catalyst is C(#N)C.ClCCl.C1COCC1.C(OCC)(=O)C. The product is [CH3:18][N:19]([CH3:20])[C:8]([C:6]1[CH:5]=[N:4][CH:3]=[C:2]([Cl:1])[N:7]=1)=[O:10]. (3) The reactants are [CH3:1][C:2]1[S:6][C:5]([C:7]([O:9]C)=[O:8])=[CH:4][C:3]=1[C:11]1[N:15]([CH3:16])[N:14]=[CH:13][CH:12]=1.[OH-].[Na+]. The catalyst is O1CCCC1. The product is [CH3:1][C:2]1[S:6][C:5]([C:7]([OH:9])=[O:8])=[CH:4][C:3]=1[C:11]1[N:15]([CH3:16])[N:14]=[CH:13][CH:12]=1. The yield is 0.640. (4) The catalyst is CC#N. The reactants are [Cl:1][C:2]1[CH:11]=[C:10]2[C:5]([N:6]=[C:7]([O:21]C)[C:8]([C@H:12]([NH:14][S@@](C(C)(C)C)=O)[CH3:13])=[N:9]2)=[CH:4][CH:3]=1.I[Si](C)(C)C. The yield is 0.950. The product is [NH2:14][C@@H:12]([C:8]1[C:7](=[O:21])[NH:6][C:5]2[C:10]([N:9]=1)=[CH:11][C:2]([Cl:1])=[CH:3][CH:4]=2)[CH3:13]. (5) The reactants are [OH:1][C:2]1[C:11]([CH:12]([OH:15])[CH2:13][CH3:14])=[C:10]2[C:5]([C:6]([CH2:17][CH2:18][CH3:19])=[CH:7][C:8](=[O:16])[O:9]2)=[C:4]2[O:20][C:21]([CH3:25])([CH3:24])[CH:22]=[CH:23][C:3]=12.N.[H][H]. The catalyst is C1(C)C=CC=CC=1.[Pt]=O. The product is [OH:1][C:2]1[C:11]([CH:12]([OH:15])[CH2:13][CH3:14])=[C:10]2[C:5]([C:6]([CH2:17][CH2:18][CH3:19])=[CH:7][C:8](=[O:16])[O:9]2)=[C:4]2[O:20][C:21]([CH3:25])([CH3:24])[CH2:22][CH2:23][C:3]=12. The yield is 0.630.